Dataset: Forward reaction prediction with 1.9M reactions from USPTO patents (1976-2016). Task: Predict the product of the given reaction. (1) Given the reactants [CH3:1][O:2][C:3](=[O:29])[C:4]([S:20]([C:23]1[CH:28]=[CH:27][CH:26]=[CH:25][CH:24]=1)(=[O:22])=[O:21])([CH:6]1[CH2:18][CH2:17][C:16]2[C:15]3[C:10](=[CH:11][CH:12]=[C:13]([Br:19])[CH:14]=3)[NH:9][C:8]=2[CH2:7]1)[CH3:5].[C:30]([O:34][C:35](=O)[O:36]C(C)(C)C)([CH3:33])([CH3:32])[CH3:31].CCOC(C)=O.C([O-])(O)=O.[Na+], predict the reaction product. The product is: [C:30]([O:34][C:35]([N:9]1[C:8]2[CH2:7][CH:6]([C:4]([S:20]([C:23]3[CH:24]=[CH:25][CH:26]=[CH:27][CH:28]=3)(=[O:22])=[O:21])([C:3]([O:2][CH3:1])=[O:29])[CH3:5])[CH2:18][CH2:17][C:16]=2[C:15]2[C:10]1=[CH:11][CH:12]=[C:13]([Br:19])[CH:14]=2)=[O:36])([CH3:33])([CH3:32])[CH3:31]. (2) The product is: [NH2:27][C:25](=[O:26])[CH:24]([OH:28])[CH:23]([NH:22][C:15](=[O:17])[C:14]1[CH:18]=[CH:19][CH:20]=[N:21][C:13]=1[N:10]1[CH:11]=[CH:12][C:8]([CH:5]2[CH2:4][CH2:3][N:2]([CH3:1])[CH2:7][CH2:6]2)=[N:9]1)[CH2:29][C:30]1[CH:31]=[CH:32][CH:33]=[CH:34][CH:35]=1. Given the reactants [CH3:1][N:2]1[CH2:7][CH2:6][CH:5]([C:8]2[CH:12]=[CH:11][N:10]([C:13]3[N:21]=[CH:20][CH:19]=[CH:18][C:14]=3[C:15]([OH:17])=O)[N:9]=2)[CH2:4][CH2:3]1.[NH2:22][CH:23]([CH2:29][C:30]1[CH:35]=[CH:34][CH:33]=[CH:32][CH:31]=1)[CH:24]([OH:28])[C:25]([NH2:27])=[O:26], predict the reaction product. (3) Given the reactants CCN(C(C)C)C(C)C.OC(C(F)(F)F)=O.[NH2:17][CH2:18][C:19]([N:21]1[CH2:26][CH2:25][N:24]([C:27](=[O:38])[C:28]2[CH:33]=[CH:32][CH:31]=[CH:30][C:29]=2[C:34]([F:37])([F:36])[F:35])[CH2:23][CH2:22]1)=[O:20].C1C=CC2N(O)N=NC=2C=1.CCN=C=NCCCN(C)C.Cl.[OH:61][C:62]1[CH:67]=[CH:66][C:65]([C:68]2[O:72][N:71]=[C:70]([C:73](O)=[O:74])[CH:69]=2)=[CH:64][CH:63]=1, predict the reaction product. The product is: [O:20]=[C:19]([N:21]1[CH2:22][CH2:23][N:24]([C:27](=[O:38])[C:28]2[CH:33]=[CH:32][CH:31]=[CH:30][C:29]=2[C:34]([F:37])([F:35])[F:36])[CH2:25][CH2:26]1)[CH2:18][NH:17][C:73]([C:70]1[CH:69]=[C:68]([C:65]2[CH:66]=[CH:67][C:62]([OH:61])=[CH:63][CH:64]=2)[O:72][N:71]=1)=[O:74].